Dataset: Forward reaction prediction with 1.9M reactions from USPTO patents (1976-2016). Task: Predict the product of the given reaction. (1) Given the reactants Br[C:2]1[CH:7]=[C:6]([Br:8])[CH:5]=[CH:4][N:3]=1.Br[Zn][CH2:11][CH2:12][C:13]([O:15][CH2:16][CH3:17])=[O:14], predict the reaction product. The product is: [Br:8][C:6]1[CH:5]=[CH:4][N:3]=[C:2]([CH2:11][CH2:12][C:13]([O:15][CH2:16][CH3:17])=[O:14])[CH:7]=1. (2) Given the reactants C(NC1C=CC(C2C=C3C(CN([C@@H](C(C)C)C(OC)=O)C3=O)=CC=2)=CC=1)(=O)C1C=CC=CC=1.[NH2:34][C:35]1[CH:40]=[CH:39][C:38]([C:41]2[CH:49]=[C:48]3[C:44]([CH2:45][N:46]([C:51]([CH3:57])([CH3:56])[C:52]([O:54][CH3:55])=[O:53])[C:47]3=[O:50])=[CH:43][CH:42]=2)=[CH:37][CH:36]=1.[CH2:58]([C:63]1[CH:71]=[CH:70][C:66]([C:67](Cl)=[O:68])=[CH:65][CH:64]=1)[CH2:59][CH2:60][CH2:61][CH3:62], predict the reaction product. The product is: [CH3:56][C:51]([N:46]1[CH2:45][C:44]2[C:48](=[CH:49][C:41]([C:38]3[CH:37]=[CH:36][C:35]([NH:34][C:67](=[O:68])[C:66]4[CH:70]=[CH:71][C:63]([CH2:58][CH2:59][CH2:60][CH2:61][CH3:62])=[CH:64][CH:65]=4)=[CH:40][CH:39]=3)=[CH:42][CH:43]=2)[C:47]1=[O:50])([CH3:57])[C:52]([O:54][CH3:55])=[O:53]. (3) The product is: [F:51][C:49]1[CH:48]=[C:47]([C@@H:52]2[CH2:56][N:55]([CH2:57][CH2:58][O:59][CH3:60])[CH2:54][C@H:53]2[NH:61][C:31](=[O:33])[NH:1][C:2]2[N:6]([C:7]3[CH:12]=[CH:11][CH:10]=[CH:9][CH:8]=3)[N:5]=[C:4]([O:13][CH2:14][CH3:15])[C:3]=2[C:16]([O:18][CH2:19][CH3:20])=[O:17])[CH:46]=[C:45]([F:44])[CH:50]=1. Given the reactants [NH2:1][C:2]1[N:6]([C:7]2[CH:12]=[CH:11][CH:10]=[CH:9][CH:8]=2)[N:5]=[C:4]([O:13][CH2:14][CH3:15])[C:3]=1[C:16]([O:18][CH2:19][CH3:20])=[O:17].CCN(C(C)C)C(C)C.Cl[C:31](Cl)([O:33]C(=O)OC(Cl)(Cl)Cl)Cl.Cl.Cl.[F:44][C:45]1[CH:46]=[C:47]([C@@H:52]2[CH2:56][N:55]([CH2:57][CH2:58][O:59][CH3:60])[CH2:54][C@H:53]2[NH2:61])[CH:48]=[C:49]([F:51])[CH:50]=1, predict the reaction product.